This data is from Retrosynthesis with 50K atom-mapped reactions and 10 reaction types from USPTO. The task is: Predict the reactants needed to synthesize the given product. (1) Given the product CCOC(=O)C1(c2ccc(-c3ccc(-c4onc(C)c4Nc4cccc(-c5cccnc5)c4)cc3)cc2)CC1, predict the reactants needed to synthesize it. The reactants are: CCOC(=O)C1(c2ccc(-c3ccc(-c4onc(C)c4Nc4cccc(Br)c4)cc3)cc2)CC1.OB(O)c1cccnc1. (2) Given the product FC(F)(F)c1ccc(N2CCNCC2)c(Cl)c1, predict the reactants needed to synthesize it. The reactants are: C1CNCCN1.Fc1ccc(C(F)(F)F)cc1Cl. (3) Given the product N#Cc1cccc(Cl)c1-n1cc2c(Nc3ccc(C4CNC4)cn3)ncc(F)c2n1, predict the reactants needed to synthesize it. The reactants are: CC(C)(C)OC(=O)N1CC(c2ccc(Nc3ncc(F)c4nn(-c5c(Cl)cccc5C#N)cc34)nc2)C1. (4) Given the product CCOC(=O)c1nc(C#N)c2c(c1O)c(Br)c(Br)n2Cc1ccc(OC)cc1, predict the reactants needed to synthesize it. The reactants are: CCOC(=O)c1nc(Br)c2c(c1O)c(Br)c(Br)n2Cc1ccc(OC)cc1.N#C[Cu]. (5) Given the product N#Cc1cccc(-c2ccc(-c3ccc(F)cn3)o2)c1, predict the reactants needed to synthesize it. The reactants are: Fc1ccc(Br)nc1.N#Cc1cccc(-c2ccc(Br)o2)c1. (6) Given the product COC(=O)[C@@H]1CN(c2ccc(C#N)cn2)C[C@H]1c1ccc(F)cc1F, predict the reactants needed to synthesize it. The reactants are: COC(=O)[C@@H]1CNC[C@H]1c1ccc(F)cc1F.N#Cc1ccc(Cl)nc1. (7) Given the product N#CCc1ccc(Br)cc1F, predict the reactants needed to synthesize it. The reactants are: Fc1cc(Br)ccc1CBr.[C-]#N.